Dataset: Forward reaction prediction with 1.9M reactions from USPTO patents (1976-2016). Task: Predict the product of the given reaction. (1) Given the reactants [C:1]([O-:4])(=[O:3])[CH3:2].[CH2:5]1CCN2C(=NCCC2)C[CH2:6]1.Br[CH2:17][C:18]([C:20]1[CH:25]=[CH:24][CH:23]=[C:22]([C:26]([F:29])([F:28])[F:27])[CH:21]=1)=[O:19].[C:30]1(C)C=CC=CC=1, predict the reaction product. The product is: [CH3:5][C:6]1[O:19][C:18]([C:20]2[CH:25]=[CH:24][CH:23]=[C:22]([C:26]([F:29])([F:28])[F:27])[CH:21]=2)=[CH:17][C:2]=1[C:1]([O:4][CH3:30])=[O:3]. (2) The product is: [N+:1]([C:4]([N+:6]([O-:8])=[O:7])([CH3:5])[CH2:13][CH2:12][C:11]([O:15][CH2:16][CH2:17][CH2:18][CH2:19][CH2:20][CH2:21][CH3:22])=[O:14])([O-:3])=[O:2]. Given the reactants [N+:1]([CH:4]([N+:6]([O-:8])=[O:7])[CH3:5])([O-:3])=[O:2].[OH-].[K+].[C:11]([O:15][CH2:16][CH2:17][CH2:18][CH2:19][CH2:20][CH2:21][CH3:22])(=[O:14])[CH:12]=[CH2:13].CO, predict the reaction product. (3) Given the reactants [CH3:1][C:2]1[N:10]([C:11]([C:13]2[CH:14]=[CH:15][C:16]([Cl:19])=[CH:17][CH:18]=2)=[O:12])[C:9]2[CH:8]=[CH:7][C:6]([O:20][CH3:21])=[CH:5][C:4]=2[C:3]=1[CH2:22][C:23]([OH:25])=[O:24].[CH3:26][CH2:27][C:28]1[CH:29]=[CH:30][C:31]([C:34]([CH:36]([CH2:38][N:39]2[CH2:44][CH2:43][CH2:42][CH2:41][CH2:40]2)[CH3:37])=[O:35])=[CH:32][CH:33]=1, predict the reaction product. The product is: [CH3:1][C:2]1[N:10]([C:11]([C:13]2[CH:14]=[CH:15][C:16]([Cl:19])=[CH:17][CH:18]=2)=[O:12])[C:9]2[CH:8]=[CH:7][C:6]([O:20][CH3:21])=[CH:5][C:4]=2[C:3]=1[CH2:22][C:23]([OH:25])=[O:24].[CH3:26][CH2:27][C:28]1[CH:33]=[CH:32][C:31]([C:34]([CH:36]([CH2:38][N:39]2[CH2:44][CH2:43][CH2:42][CH2:41][CH2:40]2)[CH3:37])=[O:35])=[CH:30][CH:29]=1. (4) Given the reactants [N-:1]=[C:2]=S.[NH2:4][C:5]1[CH:6]=[N:7][CH:8]=[N:9][CH:10]=1.CC(C)[N:13]=C=NC(C)C, predict the reaction product. The product is: [NH2:13][C:2]1[N:1]=[C:6]2[C:5]([NH:4][CH:8]=[N:7]2)=[CH:10][N:9]=1. (5) Given the reactants [BH4-].[Li+].[Cl:3][C:4]1[CH:5]=[C:6]([C@H:10]2[CH2:15][CH2:14][C:13](=[O:16])[N:12]([C@@H:17]([CH:23]3[CH2:25][CH2:24]3)[C:18](OCC)=[O:19])[C@@H:11]2[C:26]2[CH:31]=[CH:30][C:29]([Cl:32])=[CH:28][CH:27]=2)[CH:7]=[CH:8][CH:9]=1, predict the reaction product. The product is: [Cl:3][C:4]1[CH:5]=[C:6]([C@@H:10]2[C@@H:11]([C:26]3[CH:31]=[CH:30][C:29]([Cl:32])=[CH:28][CH:27]=3)[N:12]([C@@H:17]([CH:23]3[CH2:24][CH2:25]3)[CH2:18][OH:19])[C:13](=[O:16])[CH2:14][CH2:15]2)[CH:7]=[CH:8][CH:9]=1.